Task: Predict the reaction yield, written as a fraction of the theoretical maximum amount of product (1.0 means a 100% yield; for example, 0.34 means a 34% yield).. Dataset: Reaction yield outcomes from USPTO patents with 853,638 reactions The catalyst is O. The yield is 0.900. The reactants are [NH2:1][CH2:2][C:3]([OH:5])=O.N1C=CC=CC=1.[OH-].[Na+].[CH2:14]([N:16]=[C:17]=[S:18])[CH3:15]. The product is [CH2:14]([N:16]1[C:3](=[O:5])[CH2:2][NH:1][C:17]1=[S:18])[CH3:15].